This data is from Forward reaction prediction with 1.9M reactions from USPTO patents (1976-2016). The task is: Predict the product of the given reaction. (1) Given the reactants O.ON1C2C=CC=CC=2N=N1.Cl.CN(C)CCCN=C=NCC.[N:24]1([C:29]2[CH:37]=[CH:36][C:32]([C:33]([OH:35])=O)=[CH:31][CH:30]=2)[CH:28]=[N:27][CH:26]=[N:25]1.[NH2:38][C:39]1[CH:40]=[CH:41][C:42]([O:45][C:46](=[O:55])[N:47]([CH3:54])[C:48]2[CH:53]=[CH:52][CH:51]=[CH:50][CH:49]=2)=[N:43][CH:44]=1.C(N(C(C)C)C(C)C)C, predict the reaction product. The product is: [N:24]1([C:29]2[CH:30]=[CH:31][C:32]([C:33]([NH:38][C:39]3[CH:40]=[CH:41][C:42]([O:45][C:46](=[O:55])[N:47]([CH3:54])[C:48]4[CH:53]=[CH:52][CH:51]=[CH:50][CH:49]=4)=[N:43][CH:44]=3)=[O:35])=[CH:36][CH:37]=2)[CH:28]=[N:27][CH:26]=[N:25]1. (2) Given the reactants [OH:1][N:2]1[C:6](=[O:7])[CH2:5][CH2:4][C:3]1=[O:8].[F:9][C:10]([F:21])([F:20])[C:11]([O:13]C(=O)C(F)(F)F)=[O:12], predict the reaction product. The product is: [F:9][C:10]([F:21])([F:20])[C:11]([OH:13])=[O:12].[OH:1][N:2]1[C:6](=[O:7])[CH2:5][CH2:4][C:3]1=[O:8]. (3) Given the reactants [C:1]1([C@H:7]([NH:9][C:10]([NH2:12])=[O:11])[CH3:8])[CH:6]=[CH:5][CH:4]=[CH:3][CH:2]=1.Cl[C:14]1[CH:22]=[C:21]2[C:17]([C:18]([C:42]3[CH:43]=[CH:44][C:45]4[N:49]=[N:48][N:47]([CH3:50])[C:46]=4[CH:51]=3)=[N:19][N:20]2[C:23]([C:36]2[CH:41]=[CH:40][CH:39]=[CH:38][CH:37]=2)([C:30]2[CH:35]=[CH:34][CH:33]=[CH:32][CH:31]=2)[C:24]2[CH:29]=[CH:28][CH:27]=[CH:26][CH:25]=2)=[CH:16][C:15]=1[C:52](OC)=[O:53].C([O-])([O-])=O.[Cs+].[Cs+], predict the reaction product. The product is: [CH3:50][N:47]1[C:46]2[CH:51]=[C:42]([C:18]3[C:17]4[CH:16]=[C:15]5[C:14](=[CH:22][C:21]=4[N:20]([C:23]([C:24]4[CH:29]=[CH:28][CH:27]=[CH:26][CH:25]=4)([C:30]4[CH:31]=[CH:32][CH:33]=[CH:34][CH:35]=4)[C:36]4[CH:41]=[CH:40][CH:39]=[CH:38][CH:37]=4)[N:19]=3)[NH:12][C:10](=[O:11])[N:9]([C@@H:7]([C:1]3[CH:6]=[CH:5][CH:4]=[CH:3][CH:2]=3)[CH3:8])[C:52]5=[O:53])[CH:43]=[CH:44][C:45]=2[N:49]=[N:48]1. (4) Given the reactants [OH:1][C:2]1[N:6]([C:7]2[CH:12]=[CH:11][CH:10]=[CH:9][CH:8]=2)[N:5]=[C:4]([C:13]([F:16])([F:15])[F:14])[CH:3]=1.[CH2:17]=[O:18].C(#N)C.Cl[CH:23]([F:25])[F:24], predict the reaction product. The product is: [F:24][CH:23]([F:25])[O:1][C:2]1[N:6]([C:7]2[CH:12]=[CH:11][CH:10]=[CH:9][CH:8]=2)[N:5]=[C:4]([C:13]([F:16])([F:15])[F:14])[C:3]=1[CH2:17][OH:18]. (5) The product is: [C:1]([O:4][C@@H:5]1[CH2:9][C@@H:8]([CH2:10][O:11][C:12](=[O:14])[C:31]2[CH:32]=[CH:33][CH:34]=[CH:35][CH:36]=2)[O:7][C@H:6]1[N:16]1[CH:21]=[C:20]([N+:22]([O-:24])=[O:23])[CH:19]=[CH:18][C:17]1=[O:25])(=[O:3])[C:2]1[CH:6]=[CH:5][CH:9]=[CH:8][CH:10]=1. Given the reactants [C:1]([O:4][C@@H:5]1[CH2:9][C@@H:8]([CH2:10][O:11][C:12]([O:14]C)=O)[O:7][C@H:6]1[N:16]1[CH:21]=[C:20]([N+:22]([O-:24])=[O:23])[CH:19]=[CH:18][C:17]1=[O:25])(=[O:3])[CH3:2].CO[Na].Cl.C(Cl)(=O)[C:31]1[CH:36]=[CH:35][CH:34]=[CH:33][CH:32]=1, predict the reaction product. (6) Given the reactants [CH3:1][Li].[CH3:3][CH:4]1[CH2:9][C:8](=[O:10])[CH:7]=[CH:6][O:5]1.[NH4+].[Cl-], predict the reaction product. The product is: [CH3:3][CH:4]1[CH2:9][C:8](=[O:10])[CH2:7][CH:6]([CH3:1])[O:5]1. (7) Given the reactants [O:1]=[C:2]1[C:6]2([CH2:11][CH2:10][N:9](C(OC(C)(C)C)=O)[CH2:8][CH2:7]2)[CH2:5][CH2:4][NH:3]1.[ClH:19], predict the reaction product. The product is: [ClH:19].[C:2]1(=[O:1])[C:6]2([CH2:11][CH2:10][NH:9][CH2:8][CH2:7]2)[CH2:5][CH2:4][NH:3]1.